Task: Predict the reactants needed to synthesize the given product.. Dataset: Full USPTO retrosynthesis dataset with 1.9M reactions from patents (1976-2016) (1) Given the product [Br:1][C:2]1[CH:10]=[CH:9][C:5]([C:6]([N:24]2[CH2:25][CH2:26][N:21]([C:15]3[C:14]([CH3:13])=[CH:19][C:18]([CH3:20])=[CH:17][N:16]=3)[CH2:22][CH2:23]2)=[O:8])=[C:4]([CH:3]=1)[C:11]#[N:12], predict the reactants needed to synthesize it. The reactants are: [Br:1][C:2]1[CH:10]=[CH:9][C:5]([C:6]([OH:8])=O)=[C:4]([C:11]#[N:12])[CH:3]=1.[CH3:13][C:14]1[C:15]([N:21]2[CH2:26][CH2:25][NH:24][CH2:23][CH2:22]2)=[N:16][CH:17]=[C:18]([CH3:20])[CH:19]=1. (2) Given the product [F:30][C:27]([F:28])([F:29])[C:24]1[CH:25]=[CH:26][C:21]([C:16]2[C:15]([C:13]([NH:12][CH:9]3[CH2:8][CH2:7][N:6]([CH2:5][C:4]([OH:31])=[O:3])[CH2:11][CH2:10]3)=[O:14])=[CH:20][CH:19]=[CH:18][CH:17]=2)=[CH:22][CH:23]=1, predict the reactants needed to synthesize it. The reactants are: C([O:3][C:4](=[O:31])[CH2:5][N:6]1[CH2:11][CH2:10][CH:9]([NH:12][C:13]([C:15]2[C:16]([C:21]3[CH:26]=[CH:25][C:24]([C:27]([F:30])([F:29])[F:28])=[CH:23][CH:22]=3)=[CH:17][CH:18]=[CH:19][CH:20]=2)=[O:14])[CH2:8][CH2:7]1)C.[OH-].[Li+]. (3) Given the product [ClH:38].[N:39]12[CH2:44][CH2:43][CH:42]([CH2:45][CH2:46]1)[C@@H:41]([NH:47][C:48]([C:50]1[S:51][C:52]3[C:58]([C:2]4[CH:7]=[CH:6][CH:5]=[C:4]([NH:8][C:9](=[O:14])[C:10]([CH3:13])([CH3:12])[CH3:11])[CH:3]=4)=[CH:57][CH:56]=[CH:55][C:53]=3[CH:54]=1)=[O:49])[CH2:40]2, predict the reactants needed to synthesize it. The reactants are: Br[C:2]1[CH:3]=[C:4]([NH:8][C:9](=[O:14])[C:10]([CH3:13])([CH3:12])[CH3:11])[CH:5]=[CH:6][CH:7]=1.B1(B2OC(C)(C)C(C)(C)O2)OC(C)(C)C(C)(C)O1.C([O-])(=O)C.[K+].[ClH:38].[N:39]12[CH2:46][CH2:45][CH:42]([CH2:43][CH2:44]1)[C@@H:41]([NH:47][C:48]([C:50]1[S:51][C:52]3[C:58](Br)=[CH:57][CH:56]=[CH:55][C:53]=3[CH:54]=1)=[O:49])[CH2:40]2.C(=O)([O-])[O-].[Na+].[Na+].